From a dataset of CYP2C19 inhibition data for predicting drug metabolism from PubChem BioAssay. Regression/Classification. Given a drug SMILES string, predict its absorption, distribution, metabolism, or excretion properties. Task type varies by dataset: regression for continuous measurements (e.g., permeability, clearance, half-life) or binary classification for categorical outcomes (e.g., BBB penetration, CYP inhibition). Dataset: cyp2c19_veith. (1) The compound is Cc1nc2nc(C)c(CCC(=O)NC(C)c3ccc4c(c3)OCCO4)c(C)n2n1.Cl. The result is 0 (non-inhibitor). (2) The compound is Cn1nc(-c2ccc(N3CCOCC3)c(NS(=O)(=O)c3ccc(Cl)cc3)c2)c2ccccc2c1=O. The result is 1 (inhibitor). (3) The result is 1 (inhibitor). The molecule is CCC(C#CCN1CCCCC1)(CC)OCCC#N. (4) The result is 0 (non-inhibitor). The compound is Nc1nc(C(=O)O)c(N=Nc2ccccc2)c(=O)[nH]1. (5) The compound is C/C(=N/NC(=O)c1ccncc1)c1ccccc1Cl. The result is 0 (non-inhibitor). (6) The molecule is Cn1cc([N+](=O)[O-])c(C(=O)Nc2ccc(Br)cn2)n1. The result is 1 (inhibitor). (7) The drug is Cc1ccc(S(=O)(=O)N=Nc2c(O)[nH]c3cc(O)c(C(=O)O)cc23)cc1. The result is 0 (non-inhibitor). (8) The drug is O=c1cnc2cnc(N3CCOCC3)nc2n1CCc1ccccc1. The result is 1 (inhibitor).